Dataset: Forward reaction prediction with 1.9M reactions from USPTO patents (1976-2016). Task: Predict the product of the given reaction. (1) Given the reactants [CH3:1][O:2][C:3]1[C:4]2[C:16]([C:17]3[CH:22]=[CH:21][CH:20]=[CH:19][CH:18]=3)=[C:15]([C:23]3[CH:28]=[CH:27][C:26]([C:29]4([NH:33]C(=O)OC(C)(C)C)[CH2:32][CH2:31][CH2:30]4)=[CH:25][CH:24]=3)[O:14][C:5]=2[N:6]=[C:7]([NH:9][CH2:10][CH2:11][O:12][CH3:13])[N:8]=1.C(O)(C(F)(F)F)=O, predict the reaction product. The product is: [NH2:33][C:29]1([C:26]2[CH:27]=[CH:28][C:23]([C:15]3[O:14][C:5]4[N:6]=[C:7]([NH:9][CH2:10][CH2:11][O:12][CH3:13])[N:8]=[C:3]([O:2][CH3:1])[C:4]=4[C:16]=3[C:17]3[CH:18]=[CH:19][CH:20]=[CH:21][CH:22]=3)=[CH:24][CH:25]=2)[CH2:30][CH2:31][CH2:32]1. (2) Given the reactants F[C:2]1[CH:3]=[CH:4][C:5]([N+:9]([O-:11])=[O:10])=[C:6]([CH3:8])[CH:7]=1.[C:12]([O:16][C:17]([N:19]1[CH2:24][CH2:23][NH:22][CH2:21][CH2:20]1)=[O:18])([CH3:15])([CH3:14])[CH3:13].C(=O)([O-])[O-].[K+].[K+].O, predict the reaction product. The product is: [C:12]([O:16][C:17]([N:19]1[CH2:24][CH2:23][N:22]([C:2]2[CH:3]=[CH:4][C:5]([N+:9]([O-:11])=[O:10])=[C:6]([CH3:8])[CH:7]=2)[CH2:21][CH2:20]1)=[O:18])([CH3:15])([CH3:13])[CH3:14]. (3) The product is: [Br:1][C:2]1[CH:9]=[CH:8][C:5]([CH:6]=[CH:23][CH:24]=[O:25])=[C:4]([O:10][C:11]([CH3:15])([C:13]#[CH:14])[CH3:12])[CH:3]=1. Given the reactants [Br:1][C:2]1[CH:9]=[CH:8][C:5]([CH:6]=O)=[C:4]([O:10][C:11]([CH3:15])([C:13]#[CH:14])[CH3:12])[CH:3]=1.C1(P(C2C=CC=CC=2)(C2C=CC=CC=2)=[CH:23][CH:24]=[O:25])C=CC=CC=1, predict the reaction product. (4) Given the reactants CN(C)[CH:3]=[CH:4][C:5]([C:7]1[N:14]2[C:10]([O:11][CH:12]=[CH:13]2)=[N:9][C:8]=1[C:15]1[CH:20]=[CH:19][C:18]([F:21])=[CH:17][CH:16]=1)=O.Cl.[NH2:24][C:25]([NH:27][CH:28]1[CH2:33][CH2:32][N:31]([C:34]([O:36][C:37]([CH3:40])([CH3:39])[CH3:38])=[O:35])[CH2:30][CH2:29]1)=[NH:26].[O-]CC.[Na+], predict the reaction product. The product is: [F:21][C:18]1[CH:17]=[CH:16][C:15]([C:8]2[N:9]=[C:10]3[N:14]([C:7]=2[C:5]2[CH:4]=[CH:3][N:24]=[C:25]([NH:27][CH:28]4[CH2:33][CH2:32][N:31]([C:34]([O:36][C:37]([CH3:40])([CH3:39])[CH3:38])=[O:35])[CH2:30][CH2:29]4)[N:26]=2)[CH:13]=[CH:12][O:11]3)=[CH:20][CH:19]=1.